This data is from Forward reaction prediction with 1.9M reactions from USPTO patents (1976-2016). The task is: Predict the product of the given reaction. (1) Given the reactants CN1CCN(C2C=CC(NC3C4N(N=CN=4)C(C4C=C(C(N)=O)SC=4)=CN=3)=CC=2)CC1.[Br:32][C:33]1[N:38]2[N:39]=[CH:40][N:41]=[C:37]2[C:36](Br)=[N:35][CH:34]=1.[F:43][C:44]1[CH:49]=[C:48]([N:50]2[CH2:55][CH2:54][O:53][CH2:52][CH2:51]2)[CH:47]=[CH:46][C:45]=1[NH2:56].CCN(C(C)C)C(C)C.N12CCN(CC1)CC2, predict the reaction product. The product is: [Br:32][C:33]1[N:38]2[N:39]=[CH:40][N:41]=[C:37]2[C:36]([NH:56][C:45]2[CH:46]=[CH:47][C:48]([N:50]3[CH2:51][CH2:52][O:53][CH2:54][CH2:55]3)=[CH:49][C:44]=2[F:43])=[N:35][CH:34]=1. (2) Given the reactants [C:1]([O:5][C:6]([NH:8][C:9]1([C:12]([OH:14])=O)[CH2:11][CH2:10]1)=[O:7])([CH3:4])([CH3:3])[CH3:2].Cl.[O:16]([NH2:18])[CH3:17].CCN=C=NCCCN(C)C.Cl.C1C=CC2N(O)N=NC=2C=1.CN1CCOCC1, predict the reaction product. The product is: [CH3:17][O:16][NH:18][C:12]([C:9]1([NH:8][C:6](=[O:7])[O:5][C:1]([CH3:2])([CH3:3])[CH3:4])[CH2:10][CH2:11]1)=[O:14]. (3) Given the reactants Cl[C:2]1[N:7]=[C:6]([CH3:8])[N:5]=[C:4]([N:9]([CH2:19][C:20]2[CH:25]=[CH:24][C:23]([O:26][CH3:27])=[CH:22][CH:21]=2)[CH2:10][C:11]2[CH:16]=[CH:15][C:14]([O:17][CH3:18])=[CH:13][CH:12]=2)[N:3]=1.[F:28][C:29]1[C:34](B(O)O)=[CH:33][C:32]([CH:38]([N:40]2[CH2:45][CH2:44][O:43][CH2:42][CH2:41]2)[CH3:39])=[CH:31][N:30]=1.C([O-])(=O)C.[K+].O, predict the reaction product. The product is: [F:28][C:29]1[C:34]([C:2]2[N:7]=[C:6]([CH3:8])[N:5]=[C:4]([N:9]([CH2:19][C:20]3[CH:25]=[CH:24][C:23]([O:26][CH3:27])=[CH:22][CH:21]=3)[CH2:10][C:11]3[CH:16]=[CH:15][C:14]([O:17][CH3:18])=[CH:13][CH:12]=3)[N:3]=2)=[CH:33][C:32]([CH:38]([N:40]2[CH2:45][CH2:44][O:43][CH2:42][CH2:41]2)[CH3:39])=[CH:31][N:30]=1. (4) Given the reactants [NH2:1][C:2]1[N:7]=[C:6]([C:8]2[N:12]3[CH:13]=[CH:14][CH:15]=[CH:16][C:11]3=[N:10][CH:9]=2)[CH:5]=[CH:4][N:3]=1.Br[C:18]1[CH:32]=[CH:31][C:21]([C:22]([C:24]2[CH:29]=[CH:28][CH:27]=[C:26]([Cl:30])[CH:25]=2)=[O:23])=[CH:20][CH:19]=1, predict the reaction product. The product is: [Cl:30][C:26]1[CH:25]=[C:24]([CH:29]=[CH:28][CH:27]=1)[C:22]([C:21]1[CH:31]=[CH:32][C:18]([NH:1][C:2]2[N:7]=[C:6]([C:8]3[N:12]4[CH:13]=[CH:14][CH:15]=[CH:16][C:11]4=[N:10][CH:9]=3)[CH:5]=[CH:4][N:3]=2)=[CH:19][CH:20]=1)=[O:23]. (5) Given the reactants [C:1]([O:5][C:6]([NH:8][C:9]1[CH:10]=[C:11]2[C:16](=[CH:17][CH:18]=1)[CH:15]=[C:14](B(O)O)[CH:13]=[CH:12]2)=[O:7])([CH3:4])([CH3:3])[CH3:2].Br[C:23]1[N:28]=[CH:27][CH:26]=[CH:25][N:24]=1.C(=O)([O-])[O-].[Na+].[Na+].C(OCC)(=O)C, predict the reaction product. The product is: [C:1]([O:5][C:6]([NH:8][C:9]1[CH:18]=[CH:17][C:16]2[C:11](=[CH:12][CH:13]=[C:14]([C:23]3[N:28]=[CH:27][CH:26]=[CH:25][N:24]=3)[CH:15]=2)[CH:10]=1)=[O:7])([CH3:4])([CH3:3])[CH3:2]. (6) Given the reactants [ClH:1].[C:2]([C:5]1[CH:31]=[CH:30][C:8]2[NH:9][C:10]([C:12]3[CH:13]=[C:14]([C:27](O)=[O:28])[CH:15]=[C:16]([C:19]4[CH:24]=[C:23]([F:25])[CH:22]=[CH:21][C:20]=4[OH:26])[C:17]=3[OH:18])=[N:11][C:7]=2[CH:6]=1)(=[NH:4])[NH2:3].Cl.CN(C)CCCN=C=NCC.[NH2:44][CH2:45][C:46]1[CH:51]=[CH:50][N:49]=[CH:48][CH:47]=1, predict the reaction product. The product is: [ClH:1].[C:2]([C:5]1[CH:31]=[CH:30][C:8]2[NH:9][C:10]([C:12]3[CH:13]=[C:14]([C:27]([NH:44][CH2:45][C:46]4[CH:51]=[CH:50][N:49]=[CH:48][CH:47]=4)=[O:28])[CH:15]=[C:16]([C:19]4[CH:24]=[C:23]([F:25])[CH:22]=[CH:21][C:20]=4[OH:26])[C:17]=3[OH:18])=[N:11][C:7]=2[CH:6]=1)(=[NH:4])[NH2:3]. (7) Given the reactants C([O:4][CH:5]1[O:22][C@H:21]([C:23]([O:25][CH3:26])=[O:24])[C@@H:16]([O:17][C:18](=[O:20])[CH3:19])[C@H:11]([O:12][C:13](=[O:15])[CH3:14])[C@H:6]1[O:7][C:8](=[O:10])[CH3:9])(=O)C.C(N)C1C=CC=CC=1, predict the reaction product. The product is: [C:8]([O:7][C@@H:6]1[C@@H:11]([O:12][C:13](=[O:15])[CH3:14])[C@H:16]([O:17][C:18](=[O:20])[CH3:19])[C@@H:21]([C:23]([O:25][CH3:26])=[O:24])[O:22][CH:5]1[OH:4])(=[O:10])[CH3:9].